Dataset: Reaction yield outcomes from USPTO patents with 853,638 reactions. Task: Predict the reaction yield, written as a fraction of the theoretical maximum amount of product (1.0 means a 100% yield; for example, 0.34 means a 34% yield). (1) The reactants are CS(O[CH2:6][CH:7]1[CH2:12][CH2:11][N:10]([C:13]([O:15][C:16]([CH3:19])([CH3:18])[CH3:17])=[O:14])[CH2:9][CH2:8]1)(=O)=O.[N-:20]=[N+:21]=[N-:22].[Na+]. The catalyst is CN(C)C=O. The product is [N:20]([CH2:6][CH:7]1[CH2:12][CH2:11][N:10]([C:13]([O:15][C:16]([CH3:19])([CH3:18])[CH3:17])=[O:14])[CH2:9][CH2:8]1)=[N+:21]=[N-:22]. The yield is 0.890. (2) The reactants are [Cl:1][C:2]1[CH:7]=[CH:6][C:5]([C:8]2[N:12]([C:13]3[CH:18]=[CH:17][C:16]([S:19]([NH2:22])(=[O:21])=[O:20])=[CH:15][CH:14]=3)[N:11]=[C:10]([CH2:23]Cl)[CH:9]=2)=[CH:4][CH:3]=1.[C-:25]#[N:26].[Na+]. The catalyst is CS(C)=O.O. The product is [Cl:1][C:2]1[CH:3]=[CH:4][C:5]([C:8]2[N:12]([C:13]3[CH:14]=[CH:15][C:16]([S:19]([NH2:22])(=[O:20])=[O:21])=[CH:17][CH:18]=3)[N:11]=[C:10]([CH2:23][C:25]#[N:26])[CH:9]=2)=[CH:6][CH:7]=1. The yield is 0.750.